Task: Predict the reaction yield, written as a fraction of the theoretical maximum amount of product (1.0 means a 100% yield; for example, 0.34 means a 34% yield).. Dataset: Reaction yield outcomes from USPTO patents with 853,638 reactions (1) The reactants are C(O[B:5]1[O:9][C:8]([CH3:11])([CH3:10])[C:7]([CH3:13])([CH3:12])[O:6]1)(C)C.C([Li])CCC.[F:19][C:20]1[CH:21]=[C:22]([C:27]2([OH:33])[CH2:32][CH2:31][O:30][CH2:29][CH2:28]2)[CH:23]=[C:24]([F:26])[CH:25]=1. No catalyst specified. The product is [F:26][C:24]1[CH:23]=[C:22]([C:27]2([OH:33])[CH2:32][CH2:31][O:30][CH2:29][CH2:28]2)[CH:21]=[C:20]([F:19])[C:25]=1[B:5]1[O:6][C:7]([CH3:12])([CH3:13])[C:8]([CH3:10])([CH3:11])[O:9]1. The yield is 0.970. (2) The reactants are [NH2:1][C@H:2]([C:8]([O-:10])=[O:9])[CH2:3][CH2:4][CH2:5][CH2:6][NH2:7].[Mg+2:11].[NH2:12][C@H:13]([C:19]([O-:21])=[O:20])[CH2:14][CH2:15][CH2:16][CH2:17][NH2:18].[C:22]([OH:41])(=[O:40])[CH2:23][CH2:24][CH2:25][CH2:26][CH2:27][CH2:28][CH2:29][CH2:30][CH2:31][CH2:32][CH2:33][CH2:34][CH2:35][CH2:36][CH2:37][CH2:38][CH3:39]. The yield is 0.990. The catalyst is CO.C(OCC)(=O)C. The product is [C:22]([OH:41])(=[O:40])[CH2:23][CH2:24][CH2:25][CH2:26][CH2:27][CH2:28][CH2:29][CH2:30][CH2:31][CH2:32][CH2:33][CH2:34][CH2:35][CH2:36][CH2:37][CH2:38][CH3:39].[C:22]([OH:41])(=[O:40])[CH2:23][CH2:24][CH2:25][CH2:26][CH2:27][CH2:28][CH2:29][CH2:30][CH2:31][CH2:32][CH2:33][CH2:34][CH2:35][CH2:36][CH2:37][CH2:38][CH3:39].[NH2:1][C@H:2]([C:8]([O-:10])=[O:9])[CH2:3][CH2:4][CH2:5][CH2:6][NH2:7].[Mg+2:11].[NH2:12][C@H:13]([C:19]([O-:21])=[O:20])[CH2:14][CH2:15][CH2:16][CH2:17][NH2:18]. (3) The catalyst is C1C=CC([P]([Pd]([P](C2C=CC=CC=2)(C2C=CC=CC=2)C2C=CC=CC=2)([P](C2C=CC=CC=2)(C2C=CC=CC=2)C2C=CC=CC=2)[P](C2C=CC=CC=2)(C2C=CC=CC=2)C2C=CC=CC=2)(C2C=CC=CC=2)C2C=CC=CC=2)=CC=1.O. The product is [CH3:18][C:16]1[S:15][C:13]2[N:14]=[C:9]([C:34]3[CH:35]=[CH:36][C:31]([C:30]([F:41])([F:40])[F:29])=[CH:32][CH:33]=3)[N:10]=[C:11]([C:19]3[CH:24]=[CH:23][CH:22]=[C:21]([C:25]([F:28])([F:27])[F:26])[CH:20]=3)[C:12]=2[CH:17]=1. The reactants are C1(C)C=CC=CC=1.Cl[C:9]1[N:10]=[C:11]([C:19]2[CH:24]=[CH:23][CH:22]=[C:21]([C:25]([F:28])([F:27])[F:26])[CH:20]=2)[C:12]2[CH:17]=[C:16]([CH3:18])[S:15][C:13]=2[N:14]=1.[F:29][C:30]([F:41])([F:40])[C:31]1[CH:36]=[CH:35][C:34](B(O)O)=[CH:33][CH:32]=1.C(=O)([O-])[O-].[Na+].[Na+]. The yield is 0.540. (4) The reactants are [H-].[Na+].[F:3][C:4]1[CH:9]=[CH:8][C:7]([C:10](=[O:18])[CH2:11][C:12]2[CH:17]=[CH:16][N:15]=[CH:14][CH:13]=2)=[CH:6][CH:5]=1.[F:19][C:20]1[CH:28]=[CH:27][C:23]([C:24](Cl)=[O:25])=[CH:22][CH:21]=1.O. The catalyst is CN(C=O)C. The product is [F:19][C:20]1[CH:28]=[CH:27][C:23]([C:24]([O:18][C:10]([C:7]2[CH:8]=[CH:9][C:4]([F:3])=[CH:5][CH:6]=2)=[CH:11][C:12]2[CH:17]=[CH:16][N:15]=[CH:14][CH:13]=2)=[O:25])=[CH:22][CH:21]=1. The yield is 0.310.